From a dataset of Catalyst prediction with 721,799 reactions and 888 catalyst types from USPTO. Predict which catalyst facilitates the given reaction. (1) Product: [Br:2][CH2:12][C:10]1[CH:11]=[C:6]([I:5])[CH:7]=[CH:8][C:9]=1[CH3:14]. Reactant: P(Br)(Br)[Br:2].[I:5][C:6]1[CH:7]=[CH:8][C:9]([CH3:14])=[C:10]([CH2:12]O)[CH:11]=1. The catalyst class is: 27. (2) Reactant: [OH:1][C@H:2]1[CH2:7][CH2:6][CH2:5][CH2:4][C@@H:3]1[N:8]1[C:17](=[O:18])[C:16]2[C:11](=[C:12]3[N:31]([CH3:32])[CH2:30][CH:29]=[CH:28][C:13]3=[C:14]([CH2:19][C:20]3[CH:25]=[CH:24][C:23]([O:26]C)=[CH:22][CH:21]=3)[CH:15]=2)[N:10]=[CH:9]1.B(Br)(Br)Br. Product: [OH:26][C:23]1[CH:22]=[CH:21][C:20]([CH2:19][C:14]2[CH:15]=[C:16]3[C:11](=[C:12]4[N:31]([CH3:32])[CH2:30][CH:29]=[CH:28][C:13]=24)[N:10]=[CH:9][N:8]([C@H:3]2[CH2:4][CH2:5][CH2:6][CH2:7][C@@H:2]2[OH:1])[C:17]3=[O:18])=[CH:25][CH:24]=1. The catalyst class is: 4. (3) Reactant: [C:1]([O:5][C:6](=[O:22])[NH:7][C:8]1[CH:13]=[C:12](Cl)[C:11]([C:15]([F:18])([F:17])[F:16])=[CH:10][C:9]=1[N+:19]([O-:21])=[O:20])([CH3:4])([CH3:3])[CH3:2].[CH2:23]([NH:27][CH3:28])[CH:24]([CH3:26])[CH3:25].C(N(CC)CC)C. Product: [C:1]([O:5][C:6](=[O:22])[NH:7][C:8]1[CH:13]=[C:12]([N:27]([CH2:23][CH:24]([CH3:26])[CH3:25])[CH3:28])[C:11]([C:15]([F:18])([F:17])[F:16])=[CH:10][C:9]=1[N+:19]([O-:21])=[O:20])([CH3:4])([CH3:3])[CH3:2]. The catalyst class is: 16.